Dataset: Catalyst prediction with 721,799 reactions and 888 catalyst types from USPTO. Task: Predict which catalyst facilitates the given reaction. (1) Reactant: [CH:1]1([N:7]([CH2:18][CH3:19])[CH2:8][CH2:9][CH2:10][C:11]2[CH:16]=[CH:15][C:14]([OH:17])=[CH:13][CH:12]=2)[CH2:6][CH2:5][CH2:4][CH2:3][CH2:2]1.C(OC1C=CC(CC[CH2:36][N:37]([CH:40]2[CH2:45][CH2:44][CH2:43][CH2:42][CH2:41]2)CC)=CC=1)C1C=CC=CC=1.C([OH:48])C.C(OCC)(=O)C. Product: [O:48]1[C:41]2[CH:42]=[CH:43][CH:44]=[CH:45][C:40]=2[N:37]=[C:36]1[O:17][C:14]1[CH:13]=[CH:12][C:11]([CH2:10][CH2:9][CH2:8][N:7]([CH:1]2[CH2:6][CH2:5][CH2:4][CH2:3][CH2:2]2)[CH2:18][CH3:19])=[CH:16][CH:15]=1. The catalyst class is: 45. (2) The catalyst class is: 1. Product: [F:31][C:9]1[CH:8]=[C:7]([CH:12]=[CH:11][C:10]=1[C:13]1[S:14][C:15]2[CH:21]=[C:20]([C:22]3([C:25]4[CH:30]=[CH:29][CH:28]=[CH:27][N:26]=4)[CH2:24][CH2:23]3)[CH:19]=[CH:18][C:16]=2[N:17]=1)[CH:2]=[O:1]. Reactant: [O:1]1CCCO[CH:2]1[C:7]1[CH:12]=[CH:11][C:10]([C:13]2[S:14][C:15]3[CH:21]=[C:20]([C:22]4([C:25]5[CH:30]=[CH:29][CH:28]=[CH:27][N:26]=5)[CH2:24][CH2:23]4)[CH:19]=[CH:18][C:16]=3[N:17]=2)=[C:9]([F:31])[CH:8]=1.Cl. (3) Reactant: [NH2:1][C:2]1[C:7]([C:8]#[C:9][C:10]2[CH:11]=[C:12]([NH:16][C:17](=[O:25])OC3C=CC=CC=3)[CH:13]=[CH:14][CH:15]=2)=[C:6]([NH2:26])[N:5]=[CH:4][N:3]=1.[CH3:27][N:28]1[CH2:33][CH2:32][CH:31]([NH2:34])[CH2:30][CH2:29]1.C(N(CC)CC)C. Product: [NH2:26][C:6]1[C:7]([C:8]#[C:9][C:10]2[CH:11]=[C:12]([NH:16][C:17]([NH:34][CH:31]3[CH2:32][CH2:33][N:28]([CH3:27])[CH2:29][CH2:30]3)=[O:25])[CH:13]=[CH:14][CH:15]=2)=[C:2]([NH2:1])[N:3]=[CH:4][N:5]=1. The catalyst class is: 1. (4) Reactant: [C:1]([O:5][C:6](=[O:42])[NH:7][C@@H:8]1[C:22](=[O:23])[N:21]2[CH2:24][C@H:25]([OH:27])[CH2:26][C@H:20]2[C:19](=[O:28])[NH:18][C@:17]2([C:30](=[O:39])[NH:31][S:32]([C:35]3([CH3:38])[CH2:37][CH2:36]3)(=[O:34])=[O:33])[CH2:29][C@H:16]2[CH:15]=[CH:14][CH2:13][CH2:12][CH:11]([CH3:40])[CH2:10][C@H:9]1[CH3:41])([CH3:4])([CH3:3])[CH3:2].Cl[C:44]1[C:53]2[C:48](=[C:49]3[O:56][CH2:55][CH2:54][C:50]3=[CH:51][CH:52]=2)[CH:47]=[CH:46][N:45]=1.C(O[K])(C)(C)C. Product: [C:1]([O:5][C:6](=[O:42])[NH:7][C@@H:8]1[C:22](=[O:23])[N:21]2[CH2:24][C@H:25]([O:27][C:44]3[C:53]4[C:48](=[C:49]5[O:56][CH2:55][CH2:54][C:50]5=[CH:51][CH:52]=4)[CH:47]=[CH:46][N:45]=3)[CH2:26][C@H:20]2[C:19](=[O:28])[NH:18][C@:17]2([C:30](=[O:39])[NH:31][S:32]([C:35]3([CH3:38])[CH2:36][CH2:37]3)(=[O:33])=[O:34])[CH2:29][C@H:16]2[CH:15]=[CH:14][CH2:13][CH2:12][CH:11]([CH3:40])[CH2:10][C@H:9]1[CH3:41])([CH3:4])([CH3:2])[CH3:3]. The catalyst class is: 16. (5) The catalyst class is: 37. Product: [Br:1][C:2]1[CH:7]=[CH:6][CH:5]=[CH:4][C:3]=1[N:8]1[CH2:17][C:16]2[C:11](=[N:12][C:13]([NH:52][C:50]3[CH:49]=[CH:48][C:46]4[O:47][CH:42]([CH2:41][OH:40])[CH2:43][O:44][C:45]=4[CH:51]=3)=[N:14][CH:15]=2)[N:10]([CH3:22])[C:9]1=[O:23]. Reactant: [Br:1][C:2]1[CH:7]=[CH:6][CH:5]=[CH:4][C:3]=1[N:8]1[CH2:17][C:16]2[C:11](=[N:12][C:13](S(C)(=O)=O)=[N:14][CH:15]=2)[N:10]([CH3:22])[C:9]1=[O:23].C(C(O)=O)CP(CCC(O)=O)CCC(O)=O.[OH:40][CH2:41][CH:42]1[O:47][C:46]2[CH:48]=[CH:49][C:50]([NH2:52])=[CH:51][C:45]=2[O:44][CH2:43]1.C(O)(C(F)(F)F)=O.Cl. (6) Reactant: [C:1]([O:5][C:6]([C:8]1[C:9]([C:15]2[CH:20]=[CH:19][C:18]([C:21]3([C:24]([O:26][CH2:27][CH3:28])=[O:25])[CH2:23][CH2:22]3)=[CH:17][CH:16]=2)=[CH:10][CH:11]=[C:12](Br)[CH:13]=1)=[O:7])([CH3:4])([CH3:3])[CH3:2].[CH3:29][C:30]1([CH3:46])[C:34]([CH3:36])([CH3:35])[O:33][B:32]([B:32]2[O:33][C:34]([CH3:36])([CH3:35])[C:30]([CH3:46])([CH3:29])[O:31]2)[O:31]1.C([O-])(=O)C.[K+].O. The catalyst class is: 12. Product: [C:1]([O:5][C:6]([C:8]1[C:9]([C:15]2[CH:20]=[CH:19][C:18]([C:21]3([C:24]([O:26][CH2:27][CH3:28])=[O:25])[CH2:23][CH2:22]3)=[CH:17][CH:16]=2)=[CH:10][CH:11]=[C:12]([B:32]2[O:33][C:34]([CH3:36])([CH3:35])[C:30]([CH3:46])([CH3:29])[O:31]2)[CH:13]=1)=[O:7])([CH3:4])([CH3:3])[CH3:2]. (7) Reactant: [CH2:1]([O:3][C:4](=[O:14])[C:5](=[C:7]1[CH2:12][C@@H:11]2[C@@H:9]([CH2:10]2)[C:8]1=O)[O-])[CH3:2].[NH:15]([C:17]1[CH:22]=[N:21][CH:20]=[CH:19][N:18]=1)[NH2:16].Cl. Product: [CH2:1]([O:3][C:4]([C:5]1[C:7]2[CH2:12][C@H:11]3[CH2:10][C@H:9]3[C:8]=2[N:15]([C:17]2[CH:22]=[N:21][CH:20]=[CH:19][N:18]=2)[N:16]=1)=[O:14])[CH3:2]. The catalyst class is: 40. (8) Reactant: [NH:1]1[C:9]2[C:4](=[N:5][CH:6]=[CH:7][CH:8]=2)[CH:3]=[CH:2]1.ClC1C=CC=C(C(OO)=[O:18])C=1. Product: [NH:1]1[C:9]2[C:4](=[N+:5]([O-:18])[CH:6]=[CH:7][CH:8]=2)[CH:3]=[CH:2]1. The catalyst class is: 2. (9) Reactant: [CH3:1][N:2]([N:4]=[CH2:5])[CH3:3].N1C(C)=CC=CC=1C.[F:14][C:15]([F:26])([F:25])[C:16](O[C:16](=[O:17])[C:15]([F:26])([F:25])[F:14])=[O:17]. Product: [CH3:1][N:2]([CH3:3])/[N:4]=[CH:5]/[C:16](=[O:17])[C:15]([F:26])([F:25])[F:14]. The catalyst class is: 22. (10) Reactant: [Br:1][C:2]1[C:3]([O:11][CH:12]([CH3:16])[C:13](O)=[O:14])=[C:4]([C:7]([O:9][CH3:10])=[O:8])[S:5][CH:6]=1.Cl.C([N:20]=C=NCCCN(C)C)C.CN(C=O)C. Product: [NH2:20][C:13](=[O:14])[CH:12]([CH3:16])[O:11][C:3]1[C:2]([Br:1])=[CH:6][S:5][C:4]=1[C:7]([O:9][CH3:10])=[O:8]. The catalyst class is: 6.